From a dataset of Forward reaction prediction with 1.9M reactions from USPTO patents (1976-2016). Predict the product of the given reaction. (1) The product is: [CH3:1][O:2][C:3]1[CH:12]=[C:11]([O:13][CH3:14])[C:10]([Br:23])=[C:9](/[CH:15]=[CH:16]/[C:17]2[CH:18]=[CH:19][CH:20]=[CH:21][CH:22]=2)[C:4]=1[C:5]([O:7][CH3:8])=[O:6]. Given the reactants [CH3:1][O:2][C:3]1[CH:12]=[C:11]([O:13][CH3:14])[CH:10]=[C:9](/[CH:15]=[CH:16]/[C:17]2[CH:22]=[CH:21][CH:20]=[CH:19][CH:18]=2)[C:4]=1[C:5]([O:7][CH3:8])=[O:6].[Br:23]Br, predict the reaction product. (2) Given the reactants [NH2:1][C:2]1[CH:7]=[CH:6][CH:5]=[CH:4][N:3]=1.[F:8][C:9]([F:16])([F:15])[C:10](OCC)=[O:11].CN(C1C=CC=CN=1)C, predict the reaction product. The product is: [F:8][C:9]([F:16])([F:15])[C:10]([N:1]=[C:2]1[CH:7]=[CH:6][CH:5]=[CH:4][NH:3]1)=[O:11]. (3) Given the reactants [NH2:1][C:2]1[N:7]=[CH:6][N:5]=[C:4]2[N:8]([CH3:27])[N:9]=[C:10]([C:11]3[CH:12]=[C:13]4[C:17](=[CH:18][CH:19]=3)[N:16](C(OC(C)(C)C)=O)[CH2:15][CH2:14]4)[C:3]=12.Cl, predict the reaction product. The product is: [NH:16]1[C:17]2[C:13](=[CH:12][C:11]([C:10]3[C:3]4[C:4](=[N:5][CH:6]=[N:7][C:2]=4[NH2:1])[N:8]([CH3:27])[N:9]=3)=[CH:19][CH:18]=2)[CH2:14][CH2:15]1. (4) Given the reactants [CH:1]([C:3]1[CH:10]=[CH:9][C:6]([C:7]#[N:8])=[CH:5][CH:4]=1)=O.[F-].[K+].[NH2:13][C:14]1[CH:19]=[CH:18][CH:17]=[CH:16][CH:15]=1.[PH:20](=[O:35])([O:28][C:29]1[CH:34]=[CH:33][CH:32]=[CH:31][CH:30]=1)[O:21][C:22]1[CH:27]=[CH:26][CH:25]=[CH:24][CH:23]=1, predict the reaction product. The product is: [NH:13]([CH:1]([P:20](=[O:35])([O:28][C:29]1[CH:34]=[CH:33][CH:32]=[CH:31][CH:30]=1)[O:21][C:22]1[CH:23]=[CH:24][CH:25]=[CH:26][CH:27]=1)[C:3]1[CH:10]=[CH:9][C:6]([C:7]#[N:8])=[CH:5][CH:4]=1)[C:14]1[CH:19]=[CH:18][CH:17]=[CH:16][CH:15]=1.